This data is from Full USPTO retrosynthesis dataset with 1.9M reactions from patents (1976-2016). The task is: Predict the reactants needed to synthesize the given product. (1) Given the product [F:1][C:2]1[CH:7]=[CH:6][CH:5]=[CH:4][C:3]=1[N:8]1[C:12]([C:13]2[N:14]=[CH:15][N:16]([C:20]3[CH:29]=[CH:28][C:23]([C:24]([O:26][CH3:27])=[O:25])=[CH:22][CH:21]=3)[CH:17]=2)=[C:11]([CH3:18])[N:10]=[N:9]1, predict the reactants needed to synthesize it. The reactants are: [F:1][C:2]1[CH:7]=[CH:6][CH:5]=[CH:4][C:3]=1[N:8]1[C:12]([C:13]2[N:14]=[CH:15][NH:16][CH:17]=2)=[C:11]([CH3:18])[N:10]=[N:9]1.F[C:20]1[CH:29]=[CH:28][C:23]([C:24]([O:26][CH3:27])=[O:25])=[CH:22][CH:21]=1.C(=O)([O-])[O-].[K+].[K+].O. (2) Given the product [OH:32][CH2:37][C@@H:2]([CH2:3][CH2:4][CH2:5][CH2:6][CH:7]=[CH2:8])[C:1]([N:10]1[C@@H:14]([CH2:15][C:16]2[CH:21]=[CH:20][CH:19]=[CH:18][CH:17]=2)[CH2:13][O:12][C:11]1=[O:22])=[O:9], predict the reactants needed to synthesize it. The reactants are: [C:1]([N:10]1[C@@H:14]([CH2:15][C:16]2[CH:21]=[CH:20][CH:19]=[CH:18][CH:17]=2)[CH2:13][O:12][C:11]1=[O:22])(=[O:9])[CH2:2][CH2:3][CH2:4][CH2:5][CH2:6][CH:7]=[CH2:8].C(N(C(C)C)CC)(C)C.[O:32]1[CH2:37]CCOO1. (3) Given the product [Br:14][C:12]1[CH:11]=[CH:10][C:9]([F:15])=[C:8]([C@:4]([OH:7])([CH2:5][OH:6])[CH2:3][NH:2][S:25]([C:20]2[CH:21]=[CH:22][CH:23]=[CH:24][C:19]=2[N+:16]([O-:18])=[O:17])(=[O:26])=[O:27])[CH:13]=1, predict the reactants needed to synthesize it. The reactants are: Cl.[NH2:2][CH2:3][C@@:4]([C:8]1[CH:13]=[C:12]([Br:14])[CH:11]=[CH:10][C:9]=1[F:15])([OH:7])[CH2:5][OH:6].[N+:16]([C:19]1[CH:24]=[CH:23][CH:22]=[CH:21][C:20]=1[S:25](Cl)(=[O:27])=[O:26])([O-:18])=[O:17].C([O-])([O-])=O.[K+].[K+].